Dataset: Full USPTO retrosynthesis dataset with 1.9M reactions from patents (1976-2016). Task: Predict the reactants needed to synthesize the given product. Given the product [C:20]([OH:23])(=[O:22])[CH3:21].[NH2:1][C:2]1[CH:7]=[C:6]([CH3:8])[CH:5]=[C:4]([CH2:9][CH2:10][C:11]2[NH:19][C:14]3=[N:15][CH:16]=[CH:17][CH:18]=[C:13]3[N:12]=2)[N:3]=1, predict the reactants needed to synthesize it. The reactants are: [NH2:1][C:2]1[CH:7]=[C:6]([CH3:8])[CH:5]=[C:4]([CH2:9][CH2:10][C:11]2[NH:19][C:14]3=[N:15][CH:16]=[CH:17][CH:18]=[C:13]3[N:12]=2)[N:3]=1.[C:20]([OH:23])(=[O:22])[CH3:21].